From a dataset of Reaction yield outcomes from USPTO patents with 853,638 reactions. Predict the reaction yield, written as a fraction of the theoretical maximum amount of product (1.0 means a 100% yield; for example, 0.34 means a 34% yield). (1) The reactants are [NH2:1][CH2:2][CH2:3][O:4][C:5]1[CH:14]=[CH:13][CH:12]=[C:11]2[C:6]=1[C:7]([NH:15][C:16]1[CH:21]=[CH:20][C:19]([O:22][CH2:23][C:24]3[CH:29]=[CH:28][CH:27]=[CH:26][N:25]=3)=[C:18]([Cl:30])[CH:17]=1)=[N:8][CH:9]=[N:10]2.[OH:31][C@H:32]1[CH2:37][CH2:36][O:35][C:33]1=[O:34]. The catalyst is C1(C)C(C)=CC=CC=1. The product is [Cl:30][C:18]1[CH:17]=[C:16]([NH:15][C:7]2[C:6]3[C:11](=[CH:12][CH:13]=[CH:14][C:5]=3[O:4][CH2:3][CH2:2][NH:1][C:33](=[O:34])[C@@H:32]([OH:31])[CH2:37][CH2:36][OH:35])[N:10]=[CH:9][N:8]=2)[CH:21]=[CH:20][C:19]=1[O:22][CH2:23][C:24]1[CH:29]=[CH:28][CH:27]=[CH:26][N:25]=1. The yield is 0.690. (2) The reactants are [Cl:1][C:2]1[CH:24]=[CH:23][C:5]([C:6]([NH:8][C:9]2[CH:14]=[C:13]([C:15]([F:18])([F:17])[F:16])[CH:12]=[C:11]([C:19]([F:22])([F:21])[F:20])[CH:10]=2)=[O:7])=[C:4]([OH:25])[CH:3]=1.[N:26]1([C:32](Cl)=[O:33])[CH2:31][CH2:30][O:29][CH2:28][CH2:27]1. No catalyst specified. The product is [Cl:1][C:2]1[CH:24]=[CH:23][C:5]([C:6]([NH:8][C:9]2[CH:14]=[C:13]([C:15]([F:18])([F:17])[F:16])[CH:12]=[C:11]([C:19]([F:20])([F:21])[F:22])[CH:10]=2)=[O:7])=[C:4]([O:25][C:32]([N:26]2[CH2:31][CH2:30][O:29][CH2:28][CH2:27]2)=[O:33])[CH:3]=1. The yield is 0.841. (3) The reactants are [CH2:1]([O:8][C:9]([N:11]1[CH2:16][C@H:15]([O:17][Si:18]([C:21]([CH3:24])([CH3:23])[CH3:22])([CH3:20])[CH3:19])[CH2:14][C@@H:13]([O:25][Si](C(C)(C)C)(C)C)[CH2:12]1)=[O:10])[C:2]1[CH:7]=[CH:6][CH:5]=[CH:4][CH:3]=1.[F-].C([N+](CCCC)(CCCC)CCCC)CCC.O. The catalyst is C1COCC1. The product is [CH2:1]([O:8][C:9]([N:11]1[CH2:12][C@H:13]([OH:25])[CH2:14][C@@H:15]([O:17][Si:18]([C:21]([CH3:24])([CH3:23])[CH3:22])([CH3:19])[CH3:20])[CH2:16]1)=[O:10])[C:2]1[CH:3]=[CH:4][CH:5]=[CH:6][CH:7]=1. The yield is 0.160. (4) The reactants are C(OC([N:8]1[CH2:12][CH2:11][CH2:10][CH:9]1[C:13]#[C:14][C:15]1[CH:20]=[CH:19][C:18]([C:21]([O:23][CH3:24])=[O:22])=[CH:17][C:16]=1[O:25][CH3:26])=O)(C)(C)C.C(O)(C(F)(F)F)=O. The catalyst is C(Cl)Cl. The product is [CH3:26][O:25][C:16]1[CH:17]=[C:18]([C:21]([O:23][CH3:24])=[O:22])[CH:19]=[CH:20][C:15]=1[C:14]#[C:13][CH:9]1[CH2:10][CH2:11][CH2:12][NH:8]1. The yield is 0.840.